This data is from Reaction yield outcomes from USPTO patents with 853,638 reactions. The task is: Predict the reaction yield, written as a fraction of the theoretical maximum amount of product (1.0 means a 100% yield; for example, 0.34 means a 34% yield). (1) The product is [CH3:44][C:43]1([CH3:47])[O:28][CH2:27][C@@H:11]([CH2:12][C@H:13]2[CH2:17][O:16][C:15]([CH3:19])([CH3:18])[N:14]2[C:20]([O:22][C:23]([CH3:25])([CH3:26])[CH3:24])=[O:21])[CH2:10][CH2:9]1. No catalyst specified. The yield is 0.780. The reactants are C1(OC(=O)[CH2:9][CH2:10][C@@H:11]([CH2:27][O:28]S(C2C=CC(C)=CC=2)(=O)=O)[CH2:12][C@H:13]2[CH2:17][O:16][C:15]([CH3:19])([CH3:18])[N:14]2[C:20]([O:22][C:23]([CH3:26])([CH3:25])[CH3:24])=[O:21])CCCCC1.C[Mg]Br.[CH2:43]1[CH2:47]OC[CH2:44]1. (2) The reactants are [H-].[Na+].[CH:3]([C:5]1[CH:13]=[CH:12][C:8]([C:9]([O-:11])=O)=[C:7](C)[CH:6]=1)=[CH2:4].[CH3:15][C:16]([CH3:18])=[O:17].Cl.S([O-])([O-])(=O)=O.[Mg+2]. The catalyst is CCOCC.O.O1CCCC1. The product is [CH:3]([C:5]1[CH:6]=[CH:7][C:8]([C:9]([CH2:15][C:16](=[O:17])[CH3:18])=[O:11])=[CH:12][CH:13]=1)=[CH2:4]. The yield is 0.430. (3) The reactants are CS(O[CH2:6][CH2:7][C:8]1[CH:9]=[CH:10][CH:11]=[C:12]2[C:16]=1[NH:15][CH:14]=[CH:13]2)(=O)=O.[CH2:17]([CH2:19][NH2:20])[OH:18]. The catalyst is C(O)C.C(OCC)(=O)C. The product is [OH:18][CH2:17][CH2:19][NH:20][CH2:6][CH2:7][C:8]1[CH:9]=[CH:10][CH:11]=[C:12]2[C:16]=1[NH:15][CH:14]=[CH:13]2. The yield is 0.850. (4) No catalyst specified. The product is [N:3]1([C:9]([CH:11]2[CH2:16][CH2:15][CH2:14][N:13]([CH:17]3[CH2:18][CH2:19][N:20]([C:29]([C:28]4[C:27]5[CH:32]=[CH:33][CH:34]=[CH:35][C:26]=5[S:25][C:24]=4[NH2:23])=[O:30])[CH2:21][CH2:22]3)[CH2:12]2)=[O:10])[CH2:4][CH2:5][CH2:6][CH2:7][CH2:8]1. The reactants are Cl.Cl.[N:3]1([C:9]([CH:11]2[CH2:16][CH2:15][CH2:14][N:13]([CH:17]3[CH2:22][CH2:21][NH:20][CH2:19][CH2:18]3)[CH2:12]2)=[O:10])[CH2:8][CH2:7][CH2:6][CH2:5][CH2:4]1.[NH2:23][C:24]1[S:25][C:26]2[CH:35]=[CH:34][CH:33]=[CH:32][C:27]=2[C:28]=1[C:29](O)=[O:30]. The yield is 0.470. (5) The reactants are [C:1]1([C:7]2[N:11]=[C:10]([N:12]3[CH2:17][CH2:16][NH:15][CH2:14][CH2:13]3)[S:9][N:8]=2)[CH:6]=[CH:5][CH:4]=[CH:3][CH:2]=1.C(N(CC)CC)C.[CH2:25]1[O:33][C:32]2[CH:31]=[CH:30][C:29]([N:34]=[C:35]=[O:36])=[CH:28][C:27]=2[O:26]1. The catalyst is O1CCCC1. The product is [O:33]1[C:32]2[CH:31]=[CH:30][C:29]([NH:34][C:35]([N:15]3[CH2:16][CH2:17][N:12]([C:10]4[S:9][N:8]=[C:7]([C:1]5[CH:2]=[CH:3][CH:4]=[CH:5][CH:6]=5)[N:11]=4)[CH2:13][CH2:14]3)=[O:36])=[CH:28][C:27]=2[O:26][CH2:25]1. The yield is 0.719. (6) The reactants are [CH:1]([O:4][C:5]1[C:12]([O:13][CH3:14])=[CH:11][C:8]([CH:9]=O)=[C:7]([N+:15]([O-:17])=[O:16])[CH:6]=1)([CH3:3])[CH3:2].C1(P(=[CH:37][C:38]([O:40][CH3:41])=[O:39])(C2C=CC=CC=2)C2C=CC=CC=2)C=CC=CC=1. The catalyst is C1(C)C=CC=CC=1. The product is [CH:1]([O:4][C:5]1[C:12]([O:13][CH3:14])=[CH:11][C:8](/[CH:9]=[CH:37]/[C:38]([O:40][CH3:41])=[O:39])=[C:7]([N+:15]([O-:17])=[O:16])[CH:6]=1)([CH3:3])[CH3:2]. The yield is 0.740. (7) The reactants are [C:1]([NH:4][C:5]1[CH:10]=[C:9]([C:11]2[S:12][C:13]([C:17]([O:19][CH2:20][CH3:21])=[O:18])=[C:14](Br)[N:15]=2)[CH:8]=[CH:7][N:6]=1)(=[O:3])[CH3:2].[Br-].[CH:23]1[C:32]2[C:27](=[CH:28][CH:29]=[CH:30][CH:31]=2)[CH:26]=[CH:25][C:24]=1[CH2:33][Zn+].C1COCC1. The catalyst is CC(C)([P](C(C)(C)C)([Pd][P](C(C)(C)C)(C(C)(C)C)C(C)(C)C)C(C)(C)C)C. The product is [C:1]([NH:4][C:5]1[CH:10]=[C:9]([C:11]2[S:12][C:13]([C:17]([O:19][CH2:20][CH3:21])=[O:18])=[C:14]([CH2:33][C:24]3[CH:25]=[CH:26][C:27]4[C:32](=[CH:31][CH:30]=[CH:29][CH:28]=4)[CH:23]=3)[N:15]=2)[CH:8]=[CH:7][N:6]=1)(=[O:3])[CH3:2]. The yield is 0.400.